From a dataset of Full USPTO retrosynthesis dataset with 1.9M reactions from patents (1976-2016). Predict the reactants needed to synthesize the given product. Given the product [Cl:1][C:2]1[N:3]=[CH:4][C:5]2[CH:21]=[C:22]([CH:23]([O:24][CH2:25][CH3:26])[O:27][CH2:28][CH3:29])[N:8]([C:9]3([CH2:10][NH:11][C:12](=[O:18])[O:13][C:14]([CH3:17])([CH3:15])[CH3:16])[CH2:19][CH2:31][CH2:30][CH2:20]3)[C:6]=2[N:7]=1, predict the reactants needed to synthesize it. The reactants are: [Cl:1][C:2]1[N:7]=[C:6]([NH:8][C:9]([CH3:20])([CH3:19])[CH2:10][NH:11][C:12](=[O:18])[O:13][C:14]([CH3:17])([CH3:16])[CH3:15])[C:5]([C:21]#[C:22][CH:23]([O:27][CH2:28][CH3:29])[O:24][CH2:25][CH3:26])=[CH:4][N:3]=1.[CH3:30][CH2:31]CC[N+](CCCC)(CCCC)CCCC.[F-].